Task: Predict the product of the given reaction.. Dataset: Forward reaction prediction with 1.9M reactions from USPTO patents (1976-2016) (1) Given the reactants N[C@H](C=O)CCSC.Br[CH2:10][CH2:11][CH2:12][CH2:13][CH2:14][CH3:15].[CH3:16][C:17]1[CH:18]=[C:19]2[C:23](=[CH:24][C:25]=1[CH3:26])[C:22](=[O:27])[N:21]([C:28]1[CH:29]=[N:30][CH:31]=[CH:32][CH:33]=1)[C:20]2=[O:34].[NH4+].[Cl-], predict the reaction product. The product is: [CH3:26][C:25]1[CH:24]=[C:23]2[C:19](=[CH:18][C:17]=1[CH3:16])[C:20](=[O:34])[N:21]([C:28]1[CH:29]=[N:30][CH:31]=[CH:32][CH:33]=1)[C:22]2([CH2:10][CH2:11][CH2:12][CH2:13][CH2:14][CH3:15])[OH:27]. (2) The product is: [ClH:2].[Cl:2][C:3]1[CH:4]=[C:5](/[CH:19]=[CH:20]/[C:21]([NH:23][OH:24])=[O:22])[CH:6]=[N:7][C:8]=1[NH:9][CH2:10][CH2:11][O:12][C:13]1[CH:18]=[CH:17][CH:16]=[CH:15][CH:14]=1. Given the reactants Cl.[Cl:2][C:3]1[CH:4]=[C:5](/[CH:19]=[CH:20]/[C:21]([NH:23][O:24]C2CCCCO2)=[O:22])[CH:6]=[N:7][C:8]=1[NH:9][CH2:10][CH2:11][O:12][C:13]1[CH:18]=[CH:17][CH:16]=[CH:15][CH:14]=1.CCOC(C)=O, predict the reaction product. (3) Given the reactants [Cl:1][C:2]1[CH:41]=[CH:40][C:5]([CH2:6][N:7]2[C:15]3[C:10](=[CH:11][CH:12]=[CH:13][C:14]=3[C:16]([NH:18][C@H:19]([C:21]3[CH:26]=[CH:25][C:24]([C:27](=[O:39])[NH:28][S:29]([CH2:32][CH2:33][CH2:34][O:35]C(=O)C)(=[O:31])=[O:30])=[CH:23][CH:22]=3)[CH3:20])=[O:17])[CH:9]=[CH:8]2)=[CH:4][CH:3]=1.C1COCC1.[OH-].[Na+].Cl, predict the reaction product. The product is: [Cl:1][C:2]1[CH:3]=[CH:4][C:5]([CH2:6][N:7]2[C:15]3[C:10](=[CH:11][CH:12]=[CH:13][C:14]=3[C:16]([NH:18][C@H:19]([C:21]3[CH:26]=[CH:25][C:24]([C:27](=[O:39])[NH:28][S:29]([CH2:32][CH2:33][CH2:34][OH:35])(=[O:31])=[O:30])=[CH:23][CH:22]=3)[CH3:20])=[O:17])[CH:9]=[CH:8]2)=[CH:40][CH:41]=1. (4) Given the reactants [CH2:1]([O:3][C:4]1[C:5]2[C:9]([CH:10]=[CH:11][CH:12]=1)=[N:8][N:7]1[C:13]([CH:18]3[CH2:23][CH2:22][N:21](C(OC(C)(C)C)=O)[CH:20]([CH3:31])[CH2:19]3)=[CH:14][C:15](=[O:17])[NH:16][C:6]=21)[CH3:2].[ClH:32], predict the reaction product. The product is: [ClH:32].[CH2:1]([O:3][C:4]1[C:5]2[C:9]([CH:10]=[CH:11][CH:12]=1)=[N:8][N:7]1[C:13]([C@@H:18]3[CH2:23][CH2:22][NH:21][C@@H:20]([CH3:31])[CH2:19]3)=[CH:14][C:15](=[O:17])[NH:16][C:6]=21)[CH3:2]. (5) The product is: [Cl:49][C:50]1[CH:63]=[CH:62][C:53]2[NH:54][C:55]([C@@H:57]([NH:61][C:5](=[O:7])[C:4]3[CH:8]=[CH:9][C:10]([C:11]([N:13]4[CH2:17][CH2:16][CH2:15][CH2:14]4)=[O:12])=[C:2]([CH3:1])[CH:3]=3)[CH2:58][O:59][CH3:60])=[N:56][C:52]=2[CH:51]=1. Given the reactants [CH3:1][C:2]1[CH:3]=[C:4]([CH:8]=[CH:9][C:10]=1[C:11]([N:13]1[CH2:17][CH2:16][CH2:15][CH2:14]1)=[O:12])[C:5]([OH:7])=O.CN(C(ON1N=NC2C=CC=CC1=2)=[N+](C)C)C.[B-](F)(F)(F)F.C(N(C(C)C)CC)(C)C.[Cl:49][C:50]1[CH:63]=[CH:62][C:53]2[NH:54][C:55]([C@@H:57]([NH2:61])[CH2:58][O:59][CH3:60])=[N:56][C:52]=2[CH:51]=1.ClCl, predict the reaction product. (6) Given the reactants N1N[N:3]=[N:4][C:5]=1[C:6]1[N:11]=[C:10]([C:12]2[CH:17]=[CH:16][CH:15]=[CH:14][N:13]=2)[CH:9]=[CH:8][CH:7]=1.[C:18](Cl)(=[O:28])[C:19]1[CH:27]=[CH:26][CH:25]=[C:21]([C:22](Cl)=[O:23])[CH:20]=1.O, predict the reaction product. The product is: [N:11]1[C:6]([C:5]2[O:28][C:18]([C:19]3[CH:27]=[CH:26][CH:25]=[C:21]([C:22]4[O:23][C:5]([C:6]5[N:11]=[C:10]([C:12]6[CH:17]=[CH:16][CH:15]=[CH:14][N:13]=6)[CH:9]=[CH:8][CH:7]=5)=[N:4][N:3]=4)[CH:20]=3)=[N:3][N:4]=2)=[CH:7][CH:8]=[CH:9][C:10]=1[C:12]1[CH:17]=[CH:16][CH:15]=[CH:14][N:13]=1.